From a dataset of Full USPTO retrosynthesis dataset with 1.9M reactions from patents (1976-2016). Predict the reactants needed to synthesize the given product. The reactants are: [C:1]([O:5][C:6]([NH:8][C@H:9]([C:48]1[CH:53]=[CH:52][CH:51]=[CH:50][CH:49]=1)[CH2:10][N:11]1[C:16](=[O:17])[C:15]([N:18]2[CH2:23][CH2:22][N:21]([CH2:24][C:25]3[CH:26]=[C:27]([CH:31]=[CH:32][CH:33]=3)[C:28](O)=[O:29])[CH2:20][CH2:19]2)=[C:14]([CH3:34])[N:13]([CH2:35][C:36]2[C:41]([C:42]([F:45])([F:44])[F:43])=[CH:40][CH:39]=[CH:38][C:37]=2[F:46])[C:12]1=[O:47])=[O:7])([CH3:4])([CH3:3])[CH3:2].[Cl-].[CH2:55]([O:57][C:58](=[O:63])[CH2:59][CH2:60][CH2:61][NH2:62])[CH3:56].C(N(CC)C(C)C)(C)C.CN(C(ON1N=NC2C=CC=CC1=2)=[N+](C)C)C.F[P-](F)(F)(F)(F)F. Given the product [CH2:55]([O:57][C:58](=[O:63])[CH2:59][CH2:60][CH2:61][NH:62][C:28](=[O:29])[C:27]1[CH:31]=[CH:32][CH:33]=[C:25]([CH2:24][N:21]2[CH2:22][CH2:23][N:18]([C:15]3[C:16](=[O:17])[N:11]([CH2:10][C@H:9]([NH:8][C:6]([O:5][C:1]([CH3:3])([CH3:2])[CH3:4])=[O:7])[C:48]4[CH:49]=[CH:50][CH:51]=[CH:52][CH:53]=4)[C:12](=[O:47])[N:13]([CH2:35][C:36]4[C:41]([C:42]([F:44])([F:45])[F:43])=[CH:40][CH:39]=[CH:38][C:37]=4[F:46])[C:14]=3[CH3:34])[CH2:19][CH2:20]2)[CH:26]=1)[CH3:56], predict the reactants needed to synthesize it.